From a dataset of Full USPTO retrosynthesis dataset with 1.9M reactions from patents (1976-2016). Predict the reactants needed to synthesize the given product. (1) Given the product [NH:6]1[C:7]2[C:3]3[CH:4]([CH2:11][C:12](=[O:14])[NH:1][C:2]=3[CH:10]=[CH:9][CH:8]=2)[CH2:5]1, predict the reactants needed to synthesize it. The reactants are: [NH2:1][C:2]1[CH:10]=[CH:9][CH:8]=[C:7]2[C:3]=1[CH:4]([CH2:11][C:12]([O:14]C)=O)[CH2:5][NH:6]2. (2) Given the product [F:18][C:2]([F:1])([C:12]1[CH:13]=[CH:14][CH:15]=[CH:16][CH:17]=1)[C:3](=[O:11])/[CH:4]=[CH:38]/[C@@H:33]1[N:32]([CH2:31][C:30]2[CH:29]=[CH:28][C:27]([O:26][CH3:25])=[CH:41][CH:40]=2)[C:36](=[O:37])[CH2:35][CH2:34]1, predict the reactants needed to synthesize it. The reactants are: [F:1][C:2]([F:18])([C:12]1[CH:17]=[CH:16][CH:15]=[CH:14][CH:13]=1)[C:3](=[O:11])[CH2:4]P(=O)(OC)OC.CC(C)([O-])C.[K+].[CH3:25][O:26][C:27]1[CH:41]=[CH:40][C:30]([CH2:31][N:32]2[C:36](=[O:37])[CH2:35][CH2:34][C@@H:33]2[CH:38]=O)=[CH:29][CH:28]=1. (3) Given the product [BrH:12].[O:15]=[C:14]1[CH2:13][N:7]2[C:2]([CH:3]=[CH:4][C:5]([C:8]([O:10][CH3:11])=[O:9])=[CH:6]2)=[N:1]1, predict the reactants needed to synthesize it. The reactants are: [NH2:1][C:2]1[N:7]=[CH:6][C:5]([C:8]([O:10][CH3:11])=[O:9])=[CH:4][CH:3]=1.[Br:12][CH2:13][C:14](OCC)=[O:15]. (4) Given the product [CH3:6][C:7]([CH3:51])([CH2:49][CH3:50])[CH2:8][C:9]1[N:10]=[C:11]([CH2:33][CH:34]([NH:35][S:2]([CH3:1])(=[O:4])=[O:3])[C:36]2[CH:37]=[CH:38][C:39]([C:42]3[CH:47]=[CH:46][C:45]([F:48])=[CH:44][N:43]=3)=[CH:40][CH:41]=2)[N:12]([C:14]([C:27]2[CH:32]=[CH:31][CH:30]=[CH:29][CH:28]=2)([C:21]2[CH:26]=[CH:25][CH:24]=[CH:23][CH:22]=2)[C:15]2[CH:16]=[CH:17][CH:18]=[CH:19][CH:20]=2)[CH:13]=1, predict the reactants needed to synthesize it. The reactants are: [CH3:1][S:2](Cl)(=[O:4])=[O:3].[CH3:6][C:7]([CH3:51])([CH2:49][CH3:50])[CH2:8][C:9]1[N:10]=[C:11]([CH2:33][CH:34]([C:36]2[CH:41]=[CH:40][C:39]([C:42]3[CH:47]=[CH:46][C:45]([F:48])=[CH:44][N:43]=3)=[CH:38][CH:37]=2)[NH2:35])[N:12]([C:14]([C:27]2[CH:32]=[CH:31][CH:30]=[CH:29][CH:28]=2)([C:21]2[CH:26]=[CH:25][CH:24]=[CH:23][CH:22]=2)[C:15]2[CH:20]=[CH:19][CH:18]=[CH:17][CH:16]=2)[CH:13]=1.C(N(CC)CC)C. (5) Given the product [C:26]1([C:12]2[CH:13]=[C:14]([C:17]3([CH2:23][OH:24])[CH2:18][CH2:19][O:20][CH2:21][CH2:22]3)[CH:15]=[CH:16][C:11]=2[NH:10][C:8]([C:5]2[NH:6][CH:7]=[C:3]([C:1]#[N:2])[N:4]=2)=[O:9])[CH2:31][CH2:30][CH2:29][CH2:28][CH:27]=1, predict the reactants needed to synthesize it. The reactants are: [C:1]([C:3]1[N:4]=[C:5]([C:8]([NH:10][C:11]2[CH:16]=[CH:15][C:14]([C:17]3([C:23](O)=[O:24])[CH2:22][CH2:21][O:20][CH2:19][CH2:18]3)=[CH:13][C:12]=2[C:26]2[CH2:31][CH2:30][CH2:29][CH2:28][CH:27]=2)=[O:9])[NH:6][CH:7]=1)#[N:2].C(N(CC)CC)C.ClC(OCC)=O.[BH4-].[Na+].C(O)(=O)CC(CC(O)=O)(C(O)=O)O.